Dataset: Full USPTO retrosynthesis dataset with 1.9M reactions from patents (1976-2016). Task: Predict the reactants needed to synthesize the given product. (1) Given the product [Br:18][C:11]1[CH:10]=[CH:9][C:8]2[NH:7][C:6]3[C:5]([C:15]([NH2:17])=[O:16])=[CH:4][N:3]=[C:2]([Cl:1])[C:14]=3[C:13]=2[CH:12]=1, predict the reactants needed to synthesize it. The reactants are: [Cl:1][C:2]1[C:14]2[C:13]3[CH:12]=[CH:11][CH:10]=[CH:9][C:8]=3[NH:7][C:6]=2[C:5]([C:15]([NH2:17])=[O:16])=[CH:4][N:3]=1.[Br:18]Br.C1COCC1.CCOC(C)=O.C([O-])(O)=O.[Na+]. (2) The reactants are: CC(C)([O-:4])C.[K+].[F:7][C:8]1[CH:9]=[C:10]([S:14]([C:17]2[CH:18]=[C:19]3[C:24](=[CH:25][CH:26]=2)[C:23]([CH:27]=O)=[CH:22][CH:21]=[CH:20]3)(=[O:16])=[O:15])[CH:11]=[CH:12][CH:13]=1.[CH2:29]1[CH2:33][O:32][CH2:31][CH2:30]1. Given the product [CH2:33]([O:32][C:31](=[O:4])[CH:30]=[CH:27][C:23]1[C:24]2[C:19](=[CH:18][C:17]([S:14]([C:10]3[CH:11]=[CH:12][CH:13]=[C:8]([F:7])[CH:9]=3)(=[O:16])=[O:15])=[CH:26][CH:25]=2)[CH:20]=[CH:21][CH:22]=1)[CH3:29], predict the reactants needed to synthesize it. (3) The reactants are: [NH2:1][CH2:2][CH2:3][NH:4][C:5](=[O:11])[O:6][C:7]([CH3:10])([CH3:9])[CH3:8].C(=O)([O-])[O-].[Na+].[Na+].Br[CH2:19][CH2:20][NH:21][C:22]([C:35]1[CH:40]=[CH:39][CH:38]=[CH:37][CH:36]=1)([C:29]1[CH:34]=[CH:33][CH:32]=[CH:31][CH:30]=1)[C:23]1[CH:28]=[CH:27][CH:26]=[CH:25][CH:24]=1.C(OCC)C. Given the product [C:22]([NH:21][CH2:20][CH2:19][NH:1][CH2:2][CH2:3][NH:4][C:5](=[O:11])[O:6][C:7]([CH3:8])([CH3:10])[CH3:9])([C:29]1[CH:30]=[CH:31][CH:32]=[CH:33][CH:34]=1)([C:35]1[CH:40]=[CH:39][CH:38]=[CH:37][CH:36]=1)[C:23]1[CH:24]=[CH:25][CH:26]=[CH:27][CH:28]=1, predict the reactants needed to synthesize it. (4) The reactants are: Cl[C:2]1[N:7]=[C:6]([C:8]2[CH:9]=[N:10][N:11]([CH:13]([CH:17]3[CH2:19][CH2:18]3)[CH2:14][C:15]#[N:16])[CH:12]=2)[C:5]([O:20][CH3:21])=[CH:4][N:3]=1.[N+:22]([C:25]1[CH:26]=[C:27]([CH:29]=[CH:30][CH:31]=1)[NH2:28])([O-:24])=[O:23].C1(C)C=CC(S(O)(=O)=O)=CC=1.O1CCOCC1. Given the product [CH:17]1([CH:13]([N:11]2[CH:12]=[C:8]([C:6]3[C:5]([O:20][CH3:21])=[CH:4][N:3]=[C:2]([NH:28][C:27]4[CH:29]=[CH:30][CH:31]=[C:25]([N+:22]([O-:24])=[O:23])[CH:26]=4)[N:7]=3)[CH:9]=[N:10]2)[CH2:14][C:15]#[N:16])[CH2:19][CH2:18]1, predict the reactants needed to synthesize it. (5) Given the product [F:21][C:17]1[CH:16]=[C:15]2[C:20]([C:11]([N:10]3[C:4]4[C:5](=[N:6][CH:7]=[C:2]([N:35]([CH2:34][CH2:33][O:32][CH3:31])[CH3:36])[CH:3]=4)[C:8]([CH3:29])([CH3:30])[CH2:9]3)=[C:12]([CH3:28])[C:13]([C:22]3[CH:27]=[CH:26][CH:25]=[CH:24][N:23]=3)=[N:14]2)=[CH:19][CH:18]=1, predict the reactants needed to synthesize it. The reactants are: Br[C:2]1[CH:3]=[C:4]2[N:10]([C:11]3[C:20]4[C:15](=[CH:16][C:17]([F:21])=[CH:18][CH:19]=4)[N:14]=[C:13]([C:22]4[CH:27]=[CH:26][CH:25]=[CH:24][N:23]=4)[C:12]=3[CH3:28])[CH2:9][C:8]([CH3:30])([CH3:29])[C:5]2=[N:6][CH:7]=1.[CH3:31][O:32][CH2:33][CH2:34][NH:35][CH3:36].CC(C)([O-])C.[Na+].CC(C1C=C(C(C)C)C(C2C=CC=CC=2P(C2CCCCC2)C2CCCCC2)=C(C(C)C)C=1)C.